Predict the reaction yield, written as a fraction of the theoretical maximum amount of product (1.0 means a 100% yield; for example, 0.34 means a 34% yield). From a dataset of Reaction yield outcomes from USPTO patents with 853,638 reactions. (1) The reactants are [C:1]([O:5][C:6]([NH:8][C:9]1[S:13][C:12]([C:14]2[CH:19]=[CH:18][CH:17]=[CH:16][CH:15]=2)=[N:11][C:10]=1[C:20]([O:22]CC)=[O:21])=[O:7])([CH3:4])([CH3:3])[CH3:2].O[Li].O.Cl. The catalyst is CO.O. The product is [C:1]([O:5][C:6]([NH:8][C:9]1[S:13][C:12]([C:14]2[CH:15]=[CH:16][CH:17]=[CH:18][CH:19]=2)=[N:11][C:10]=1[C:20]([OH:22])=[O:21])=[O:7])([CH3:4])([CH3:2])[CH3:3]. The yield is 0.680. (2) The reactants are [OH:1][CH:2]1[CH:6](O)[N:5]([CH3:8])[C:4](=[O:9])[N:3]1[CH3:10].S(=O)(=O)(O)O. The catalyst is O. The product is [CH3:8][N:5]1[CH2:6][C:2](=[O:1])[N:3]([CH3:10])[C:4]1=[O:9]. The yield is 0.870. (3) The reactants are [CH3:1][C:2]([NH2:6])([CH2:4][CH3:5])[CH3:3].[Br:7][C:8]1[CH:13]=[CH:12][CH:11]=[CH:10][C:9]=1[S:14](Cl)(=[O:16])=[O:15]. The catalyst is ClCCl. The product is [Br:7][C:8]1[CH:13]=[CH:12][CH:11]=[CH:10][C:9]=1[S:14]([NH:6][C:2]([CH3:3])([CH3:1])[CH2:4][CH3:5])(=[O:16])=[O:15]. The yield is 0.870. (4) The reactants are C[O:2][C:3](=[O:27])[C@@H:4]([N:9]1[CH2:13][C:12]2[CH2:14][C:15]3[C:16]([O:24][CH3:25])=[CH:17][CH:18]=[C:19]([O:22][CH3:23])[C:20]=3[O:21][C:11]=2[C:10]1=[O:26])[CH2:5][CH:6]([CH3:8])[CH3:7].O.[OH-].[Li+]. The catalyst is O1CCCC1.O. The product is [CH3:23][O:22][C:19]1[C:20]2[O:21][C:11]3[C:10](=[O:26])[N:9]([C@@H:4]([CH2:5][CH:6]([CH3:8])[CH3:7])[C:3]([OH:27])=[O:2])[CH2:13][C:12]=3[CH2:14][C:15]=2[C:16]([O:24][CH3:25])=[CH:17][CH:18]=1. The yield is 0.895. (5) The reactants are [NH:1]1[CH2:6][CH2:5][CH2:4][C@@H:3]([NH:7][C:8](=[O:15])[C:9]2[CH:14]=[CH:13][CH:12]=[CH:11][CH:10]=2)[CH2:2]1.[C:16]([N:21]1[CH2:26][CH2:25][C:24](=O)[CH2:23][CH2:22]1)([O:18][CH2:19][CH3:20])=[O:17].[N-]=C=O. The catalyst is CN(C)C=O. The product is [C:8]([NH:7][C@@H:3]1[CH2:4][CH2:5][CH2:6][N:1]([CH:24]2[CH2:25][CH2:26][N:21]([C:16]([O:18][CH2:19][CH3:20])=[O:17])[CH2:22][CH2:23]2)[CH2:2]1)(=[O:15])[C:9]1[CH:10]=[CH:11][CH:12]=[CH:13][CH:14]=1. The yield is 0.410. (6) The reactants are [C:1]([C:3]1[CH:8]=[CH:7][CH:6]=[CH:5][C:4]=1[C:9]1[CH:14]=[CH:13][C:12]([CH2:15][C:16]2[C:17](=[O:42])[N:18]([CH:29]3[CH2:34][CH2:33][CH:32]([O:35][CH2:36][C:37](OCC)=[O:38])[CH2:31][CH2:30]3)[C:19]3[N:20]([N:25]=[C:26]([CH3:28])[N:27]=3)[C:21]=2[CH2:22][CH2:23][CH3:24])=[CH:11][CH:10]=1)#[N:2].[CH2:43]([Mg]Br)[CH3:44].Cl.O1CC[CH2:50][CH2:49]1. No catalyst specified. The product is [CH2:49]([C:37]([OH:38])([CH2:43][CH3:44])[CH2:36][O:35][C@H:32]1[CH2:33][CH2:34][C@H:29]([N:18]2[C:17](=[O:42])[C:16]([CH2:15][C:12]3[CH:13]=[CH:14][C:9]([C:4]4[C:3]([C:1]#[N:2])=[CH:8][CH:7]=[CH:6][CH:5]=4)=[CH:10][CH:11]=3)=[C:21]([CH2:22][CH2:23][CH3:24])[N:20]3[N:25]=[C:26]([CH3:28])[N:27]=[C:19]23)[CH2:30][CH2:31]1)[CH3:50]. The yield is 0.550. (7) The product is [CH3:41][C:35]1[NH:34][C:33](=[O:42])[C:32]([CH2:31][NH:30][C:29]([C:19]2[C:20]3[CH:21]=[CH:22][N:23]([CH:26]([CH3:27])[CH3:28])[C:24]=3[CH:25]=[C:17]([O:16][CH2:15][CH2:14][N:11]3[CH2:12][CH2:13][NH:8][CH2:9][CH2:10]3)[CH:18]=2)=[O:43])=[C:37]([CH2:38][CH2:39][CH3:40])[CH:36]=1. The yield is 0.200. The catalyst is ClCCl. The reactants are C(OC([N:8]1[CH2:13][CH2:12][N:11]([CH2:14][CH2:15][O:16][C:17]2[CH:25]=[C:24]3[C:20]([CH:21]=[CH:22][N:23]3[CH:26]([CH3:28])[CH3:27])=[C:19]([C:29](=[O:43])[NH:30][CH2:31][C:32]3[C:33](=[O:42])[NH:34][C:35]([CH3:41])=[CH:36][C:37]=3[CH2:38][CH2:39][CH3:40])[CH:18]=2)[CH2:10][CH2:9]1)=O)(C)(C)C.C(O)(C(F)(F)F)=O. (8) The reactants are [Cl:1][C:2]1[CH:3]=[N:4][C:5]2[C:10]([CH:11]=1)=[CH:9][C:8]([C:12](OC)=[O:13])=[CH:7][C:6]=2[I:16].[H-].C(O[Al](OC(C)(C)C)OC(C)(C)C)(C)(C)C.[Li+].CCOC(C)=O.O. The catalyst is C1COCC1. The product is [Cl:1][C:2]1[CH:3]=[N:4][C:5]2[C:10]([CH:11]=1)=[CH:9][C:8]([CH2:12][OH:13])=[CH:7][C:6]=2[I:16]. The yield is 0.690. (9) The reactants are C(O[C:6]([N:8]1[CH2:11][CH:10]([NH:12][C:13]2[CH:14]=[CH:15][C:16]3[O:25][CH2:24][CH2:23][C:22]4[CH:21]=[C:20]([C:26]5[N:27]([C:31]6[CH:36]=[CH:35][C:34]([F:37])=[CH:33][C:32]=6[F:38])[N:28]=[CH:29][N:30]=5)[S:19][C:18]=4[C:17]=3[N:39]=2)[CH2:9]1)=O)(C)(C)C.[H-].[H-].[H-].[H-].[Li+].[Al+3]. The catalyst is C1COCC1. The product is [F:38][C:32]1[CH:33]=[C:34]([F:37])[CH:35]=[CH:36][C:31]=1[N:27]1[C:26]([C:20]2[S:19][C:18]3[C:17]4[N:39]=[C:13]([NH:12][CH:10]5[CH2:9][N:8]([CH3:6])[CH2:11]5)[CH:14]=[CH:15][C:16]=4[O:25][CH2:24][CH2:23][C:22]=3[CH:21]=2)=[N:30][CH:29]=[N:28]1. The yield is 0.510. (10) The reactants are [C:1]1([C:7]2[CH:15]=[C:14]3[C:10]([CH2:11][C:12](=[O:16])[NH:13]3)=[CH:9][CH:8]=2)[CH:6]=[CH:5][CH:4]=[CH:3][CH:2]=1.[CH2:17]([N:19]([CH2:34][CH3:35])[CH2:20][CH2:21][CH2:22][NH:23][C:24]([C:26]1[NH:27][C:28]([CH:32]=O)=[CH:29][C:30]=1[CH3:31])=[O:25])[CH3:18]. No catalyst specified. The product is [CH2:34]([N:19]([CH2:17][CH3:18])[CH2:20][CH2:21][CH2:22][NH:23][C:24]([C:26]1[NH:27][C:28]([CH:32]=[C:11]2[C:10]3[C:14](=[CH:15][C:7]([C:1]4[CH:2]=[CH:3][CH:4]=[CH:5][CH:6]=4)=[CH:8][CH:9]=3)[NH:13][C:12]2=[O:16])=[CH:29][C:30]=1[CH3:31])=[O:25])[CH3:35]. The yield is 0.300.